This data is from Forward reaction prediction with 1.9M reactions from USPTO patents (1976-2016). The task is: Predict the product of the given reaction. (1) Given the reactants CO[C:3](=[O:26])[CH:4]([C:18]1[CH:23]=[CH:22][C:21]([Cl:24])=[C:20]([Cl:25])[CH:19]=1)[CH2:5][CH:6]1[CH2:10][CH2:9][CH2:8][CH:7]1[O:11][CH:12]1[CH2:17][CH2:16][CH2:15][CH2:14][O:13]1.[CH3:27][NH:28][C:29]([NH2:31])=[O:30].C[O-].[Mg+2].C[O-].CO, predict the reaction product. The product is: [Cl:25][C:20]1[CH:19]=[C:18]([CH:4]([CH2:5][CH:6]2[CH2:10][CH2:9][CH2:8][CH:7]2[O:11][CH:12]2[CH2:17][CH2:16][CH2:15][CH2:14][O:13]2)[C:3]([NH:31][C:29]([NH:28][CH3:27])=[O:30])=[O:26])[CH:23]=[CH:22][C:21]=1[Cl:24]. (2) Given the reactants Br[C:2]1[CH:3]=[C:4]([C:8]2[N:17]=[C:16]([C:18]([NH2:20])=[O:19])[C:15]3[CH2:14][CH2:13][CH2:12][CH2:11][C:10]=3[N:9]=2)[CH:5]=[CH:6][CH:7]=1.[C:21]([C@:23]1([OH:30])[CH2:27][CH2:26][N:25]([CH3:28])[C:24]1=[O:29])#[CH:22], predict the reaction product. The product is: [OH:30][C@@:23]1([C:21]#[C:22][C:2]2[CH:3]=[C:4]([C:8]3[N:17]=[C:16]([C:18]([NH2:20])=[O:19])[C:15]4[CH2:14][CH2:13][CH2:12][CH2:11][C:10]=4[N:9]=3)[CH:5]=[CH:6][CH:7]=2)[CH2:27][CH2:26][N:25]([CH3:28])[C:24]1=[O:29]. (3) Given the reactants [CH3:1][C:2]([CH3:20])([CH3:19])[C:3]([NH:5][C@@H:6]1[CH2:15][C:14]2[CH:13]=[C:12]([C:16]([OH:18])=O)[CH:11]=[CH:10][C:9]=2[CH2:8][CH2:7]1)=[O:4].C(N(CC)C(C)C)(C)C.F[P-](F)(F)(F)(F)F.FC(N(C)C)=[N+](C)C.[O:45]1[CH2:50][CH2:49][CH2:48][CH2:47][CH:46]1[O:51][NH2:52], predict the reaction product. The product is: [CH3:19][C:2]([CH3:1])([CH3:20])[C:3]([NH:5][C@@H:6]1[CH2:15][C:14]2[CH:13]=[C:12]([C:16]([NH:52][O:51][CH:46]3[CH2:47][CH2:48][CH2:49][CH2:50][O:45]3)=[O:18])[CH:11]=[CH:10][C:9]=2[CH2:8][CH2:7]1)=[O:4]. (4) Given the reactants [F:1][C:2]1[CH:19]=[CH:18][C:17]([C:20]2[CH:25]=[CH:24][CH:23]=[C:22]([F:26])[CH:21]=2)=[CH:16][C:3]=1[C:4]([NH:6][C:7]1[C:12]([CH3:13])=[CH:11][CH:10]=[C:9]([OH:14])[C:8]=1[CH3:15])=O, predict the reaction product. The product is: [F:1][C:2]1[CH:19]=[CH:18][C:17]([C:20]2[CH:25]=[CH:24][CH:23]=[C:22]([F:26])[CH:21]=2)=[CH:16][C:3]=1[CH2:4][NH:6][C:7]1[C:8]([CH3:15])=[C:9]([OH:14])[CH:10]=[CH:11][C:12]=1[CH3:13]. (5) Given the reactants [C:1]([O:5][C:6]([N:8]([CH2:10][C:11]1[CH:12]=[C:13]([NH:23][C:24]([O:26][CH2:27][CH2:28][C:29]2[CH:34]=[CH:33][C:32](B(O)O)=[CH:31][CH:30]=2)=[O:25])[CH:14]=[CH:15][C:16]=1[S:17]([CH:20]([CH3:22])[CH3:21])(=[O:19])=[O:18])[CH3:9])=[O:7])([CH3:4])([CH3:3])[CH3:2].[NH2:38][C:39]1[CH:40]=[C:41]([CH:45]=[CH:46][CH:47]=1)[C:42]([NH2:44])=[O:43].O.[C:49]([OH:53])(=[O:52])[CH:50]=O, predict the reaction product. The product is: [C:1]([O:5][C:6]([N:8]([CH2:10][C:11]1[CH:12]=[C:13]([NH:23][C:24]([O:26][CH2:27][CH2:28][C:29]2[CH:34]=[CH:33][C:32]([CH:50]([NH:38][C:39]3[CH:47]=[CH:46][CH:45]=[C:41]([C:42](=[O:43])[NH2:44])[CH:40]=3)[C:49]([OH:53])=[O:52])=[CH:31][CH:30]=2)=[O:25])[CH:14]=[CH:15][C:16]=1[S:17]([CH:20]([CH3:22])[CH3:21])(=[O:19])=[O:18])[CH3:9])=[O:7])([CH3:4])([CH3:3])[CH3:2].